This data is from Reaction yield outcomes from USPTO patents with 853,638 reactions. The task is: Predict the reaction yield, written as a fraction of the theoretical maximum amount of product (1.0 means a 100% yield; for example, 0.34 means a 34% yield). The reactants are CC(C)(C[N:6]1[C:10]2[N:11]=[C:12]([NH:15]C3C=CC(N4CCNCC4)=CN=3)[N:13]=[CH:14][C:9]=2[C:8]2[CH:28]=[CH:29]N=[CH:31][C:7]1=2)CO.[CH3:33][O:34][C:35]1[C:40](B(O)O)=[CH:39][CH:38]=[C:37]([O:44][CH3:45])[N:36]=1.C1(P(C2CCCCC2)C2C(OC)=CC=CC=2OC)CCCCC1. The catalyst is C(O)CCC.C1C=CC(/C=C/C(/C=C/C2C=CC=CC=2)=O)=CC=1.C1C=CC(/C=C/C(/C=C/C2C=CC=CC=2)=O)=CC=1.C1C=CC(/C=C/C(/C=C/C2C=CC=CC=2)=O)=CC=1.[Pd].[Pd]. The product is [CH:7]1([NH:6][C:10]2[C:9]([C:40]3[C:35]([O:34][CH3:33])=[N:36][C:37]([O:44][CH3:45])=[CH:38][CH:39]=3)=[CH:14][N:13]=[C:12]([NH2:15])[N:11]=2)[CH2:8][CH2:28][CH2:29][CH2:31]1. The yield is 0.530.